The task is: Predict the reaction yield, written as a fraction of the theoretical maximum amount of product (1.0 means a 100% yield; for example, 0.34 means a 34% yield).. This data is from Reaction yield outcomes from USPTO patents with 853,638 reactions. The reactants are [F:1][C:2]1[CH:27]=[C:26]([N+:28]([O-])=O)[CH:25]=[CH:24][C:3]=1[O:4][C:5]1[CH:10]=[CH:9][N:8]=[C:7]2[CH:11]=[C:12]([C:14]3[CH:19]=[CH:18][C:17]([S:20]([CH3:23])(=[O:22])=[O:21])=[CH:16][CH:15]=3)[S:13][C:6]=12.[BH4-].[Na+]. The catalyst is C1COCC1.CO.Cl[Ni]Cl. The product is [F:1][C:2]1[CH:27]=[C:26]([NH2:28])[CH:25]=[CH:24][C:3]=1[O:4][C:5]1[CH:10]=[CH:9][N:8]=[C:7]2[CH:11]=[C:12]([C:14]3[CH:15]=[CH:16][C:17]([S:20]([CH3:23])(=[O:21])=[O:22])=[CH:18][CH:19]=3)[S:13][C:6]=12. The yield is 0.510.